From a dataset of Forward reaction prediction with 1.9M reactions from USPTO patents (1976-2016). Predict the product of the given reaction. (1) Given the reactants [C:1](=[O:21])([O:11][C:12]1[CH:17]=[CH:16][C:15]([N+:18]([O-:20])=[O:19])=[CH:14][CH:13]=1)[O:2][CH2:3][C:4]1[CH:9]=[CH:8][CH:7]=[C:6](Br)[CH:5]=1.BrC1C=C(CO)C=CC=1.[CH3:31][C:32]1[C:61]([CH3:62])=[CH:60][CH:59]=[CH:58][C:33]=1[O:34][CH2:35][CH2:36][CH2:37][C:38]([N:40]1[C:49]2[C:44](=[C:45](C3C=CC(CO)=CC=3)[CH:46]=[CH:47][CH:48]=2)[CH2:43][CH2:42][CH2:41]1)=[O:39], predict the reaction product. The product is: [C:1](=[O:21])([O:11][C:12]1[CH:17]=[CH:16][C:15]([N+:18]([O-:20])=[O:19])=[CH:14][CH:13]=1)[O:2][CH2:3][C:4]1[CH:9]=[CH:8][C:7]([C:45]2[CH:46]=[CH:47][CH:48]=[C:49]3[C:44]=2[CH2:43][CH2:42][CH2:41][N:40]3[C:38](=[O:39])[CH2:37][CH2:36][CH2:35][O:34][C:33]2[CH:58]=[CH:59][CH:60]=[C:61]([CH3:62])[C:32]=2[CH3:31])=[CH:6][CH:5]=1. (2) Given the reactants [OH:1][CH2:2][CH2:3][CH2:4][CH2:5][C:6]1[CH:7]=[C:8]([S:12]([NH2:15])(=[O:14])=[O:13])[CH:9]=[CH:10][CH:11]=1.[OH-].[Na+].Br[CH2:19][C:20]1[CH:21]=[C:22]([CH2:26][CH2:27][N:28]2[CH2:32][C@@H:31]([C:33]3[CH:44]=[CH:43][C:36]4[O:37][C:38]([CH3:42])([CH3:41])[O:39][CH2:40][C:35]=4[CH:34]=3)[O:30][C:29]2=[O:45])[CH:23]=[CH:24][CH:25]=1.S([O-])([O-])(=O)=O.C([N+](CCCC)(CCCC)CCCC)CCC.C([N+](CCCC)(CCCC)CCCC)CCC, predict the reaction product. The product is: [CH3:41][C:38]1([CH3:42])[O:37][C:36]2[CH:43]=[CH:44][C:33]([C@H:31]3[O:30][C:29](=[O:45])[N:28]([CH2:27][CH2:26][C:22]4[CH:21]=[C:20]([CH:25]=[CH:24][CH:23]=4)[CH2:19][O:1][CH2:2][CH2:3][CH2:4][CH2:5][C:6]4[CH:7]=[C:8]([S:12]([NH2:15])(=[O:13])=[O:14])[CH:9]=[CH:10][CH:11]=4)[CH2:32]3)=[CH:34][C:35]=2[CH2:40][O:39]1. (3) Given the reactants [OH:1][C:2]1[CH:3]=[C:4]2[C:9](=[CH:10][CH:11]=1)[CH:8]=[C:7]([C:12]([OH:14])=[O:13])[CH:6]=[CH:5]2.OC1C=CC(C(O)=O)=CC=1.[Na+].[I-:26].[OH-].[Na+].[O-]Cl.[Na+].S(S([O-])=O)([O-])(=O)=O.[Na+].[Na+].Cl, predict the reaction product. The product is: [I:26][C:3]1[C:2]([OH:1])=[CH:11][CH:10]=[C:9]2[C:4]=1[CH:5]=[CH:6][C:7]([C:12]([OH:14])=[O:13])=[CH:8]2. (4) Given the reactants [Cl:1][C:2]1[CH:3]=[CH:4][C:5]([O:15][CH2:16][C:17]2[C:22]([F:23])=[CH:21][CH:20]=[CH:19][C:18]=2[F:24])=[C:6]([C:8](=O)[CH2:9][CH2:10][C:11](=O)[CH3:12])[CH:7]=1.[NH2:25][C:26]1[CH:27]=[C:28]([CH:32]=[C:33]([Br:35])[CH:34]=1)[C:29]([OH:31])=[O:30].CC1C=CC(S(O)(=O)=O)=CC=1, predict the reaction product. The product is: [Cl:1][C:2]1[CH:3]=[CH:4][C:5]([O:15][CH2:16][C:17]2[C:22]([F:23])=[CH:21][CH:20]=[CH:19][C:18]=2[F:24])=[C:6]([C:8]2[N:25]([C:26]3[CH:27]=[C:28]([CH:32]=[C:33]([Br:35])[CH:34]=3)[C:29]([OH:31])=[O:30])[C:11]([CH3:12])=[CH:10][CH:9]=2)[CH:7]=1. (5) Given the reactants [F:1][C:2]1[CH:9]=[C:8]([O:10]C)[CH:7]=[CH:6][C:3]=1[CH:4]=[O:5].[Al+3].[Cl-].[Cl-].[Cl-], predict the reaction product. The product is: [F:1][C:2]1[CH:9]=[C:8]([OH:10])[CH:7]=[CH:6][C:3]=1[CH:4]=[O:5]. (6) Given the reactants [Si:1]([O:18][CH2:19][C:20]1[S:21][CH:22]=[CH:23][C:24]=1[CH:25]=O)([C:14]([CH3:17])([CH3:16])[CH3:15])([C:8]1[CH:13]=[CH:12][CH:11]=[CH:10][CH:9]=1)[C:2]1[CH:7]=[CH:6][CH:5]=[CH:4][CH:3]=1.Cl.[O:28]([NH2:30])[CH3:29].C([O-])(=O)C.[Na+].C(=O)(O)[O-].[Na+], predict the reaction product. The product is: [CH3:29][O:28][N:30]=[CH:25][C:24]1[CH:23]=[CH:22][S:21][C:20]=1[CH2:19][O:18][Si:1]([C:14]([CH3:17])([CH3:16])[CH3:15])([C:2]1[CH:7]=[CH:6][CH:5]=[CH:4][CH:3]=1)[C:8]1[CH:13]=[CH:12][CH:11]=[CH:10][CH:9]=1. (7) Given the reactants Cl[C:2]1[C:11]2[C:6](=[CH:7][CH:8]=[CH:9][CH:10]=2)[N:5]=[C:4]([N:12]2[CH2:18][CH2:17][CH2:16][C:15]3[CH:19]=[CH:20][CH:21]=[CH:22][C:14]=3[CH2:13]2)[CH:3]=1.[CH3:23][O:24][C:25](=[O:28])[CH:26]=[CH2:27].C(N(CC)CC)C.CN(C)C=O, predict the reaction product. The product is: [CH2:13]1[C:14]2[CH:22]=[CH:21][CH:20]=[CH:19][C:15]=2[CH2:16][CH2:17][CH2:18][N:12]1[C:4]1[CH:3]=[C:2](/[CH:27]=[CH:26]/[C:25]([O:24][CH3:23])=[O:28])[C:11]2[C:6](=[CH:7][CH:8]=[CH:9][CH:10]=2)[N:5]=1. (8) Given the reactants [Br:1][C:2]1[CH:3]=[C:4]([NH2:9])[C:5]([NH2:8])=[N:6][CH:7]=1.[F:10][C:11]([F:36])([F:35])[C:12]1[CH:34]=[CH:33][CH:32]=[CH:31][C:13]=1[C:14]([N:16]1[CH2:21][CH2:20][N:19]([C:22]2[N:27]=[N:26][C:25]([C:28](O)=O)=[CH:24][CH:23]=2)[CH2:18][CH2:17]1)=[O:15], predict the reaction product. The product is: [Br:1][C:2]1[CH:3]=[C:4]2[N:9]=[C:28]([C:25]3[N:26]=[N:27][C:22]([N:19]4[CH2:18][CH2:17][N:16]([C:14]([C:13]5[CH:31]=[CH:32][CH:33]=[CH:34][C:12]=5[C:11]([F:36])([F:10])[F:35])=[O:15])[CH2:21][CH2:20]4)=[CH:23][CH:24]=3)[NH:8][C:5]2=[N:6][CH:7]=1. (9) Given the reactants Cl[C:2]1[N:20]=[C:5]2[C:6]([C:10]3[CH:15]=[CH:14][C:13]([S:16]([CH3:19])(=[O:18])=[O:17])=[CH:12][CH:11]=3)=[CH:7][CH:8]=[CH:9][N:4]2[N:3]=1.[NH2:21][C:22]1[CH:23]=[C:24]([N:28]2[CH2:33][CH2:32][N:31]([CH3:34])[CH2:30][C:29]2=[O:35])[CH:25]=[CH:26][CH:27]=1.C1(P(C2CCCCC2)C2C=CC=CC=2C2C=CC=CC=2P(C2CCCCC2)C2CCCCC2)CCCCC1, predict the reaction product. The product is: [CH3:19][S:16]([C:13]1[CH:14]=[CH:15][C:10]([C:6]2[C:5]3[N:4]([N:3]=[C:2]([NH:21][C:22]4[CH:23]=[C:24]([N:28]5[CH2:33][CH2:32][N:31]([CH3:34])[CH2:30][C:29]5=[O:35])[CH:25]=[CH:26][CH:27]=4)[N:20]=3)[CH:9]=[CH:8][CH:7]=2)=[CH:11][CH:12]=1)(=[O:18])=[O:17]. (10) Given the reactants [CH:1]([C:3]1[C:4]([O:23][CH3:24])=[CH:5][C:6]([O:21][CH3:22])=[C:7]([C:9]#[C:10][C:11]2[CH:16]=[CH:15][CH:14]=[CH:13][C:12]=2[NH:17][C:18](=[O:20])[CH3:19])[CH:8]=1)=[O:2].CN(C=O)C.O, predict the reaction product. The product is: [C:18]([N:17]1[C:12]2[C:11](=[CH:16][CH:15]=[CH:14][CH:13]=2)[CH:10]=[C:9]1[C:7]1[C:6]([O:21][CH3:22])=[CH:5][C:4]([O:23][CH3:24])=[C:3]([CH:8]=1)[CH:1]=[O:2])(=[O:20])[CH3:19].